This data is from hERG Central: cardiac toxicity at 1µM, 10µM, and general inhibition. The task is: Predict hERG channel inhibition at various concentrations. The compound is O=C(Cc1ccc(Cl)cc1)Nc1ccc(CN2CCCCC2)cc1. Results: hERG_inhib (hERG inhibition (general)): blocker.